Dataset: CYP3A4 inhibition data for predicting drug metabolism from PubChem BioAssay. Task: Regression/Classification. Given a drug SMILES string, predict its absorption, distribution, metabolism, or excretion properties. Task type varies by dataset: regression for continuous measurements (e.g., permeability, clearance, half-life) or binary classification for categorical outcomes (e.g., BBB penetration, CYP inhibition). Dataset: cyp3a4_veith. (1) The molecule is Cc1ccccc1-c1ccc2ncnc(NCc3cccs3)c2c1. The result is 1 (inhibitor). (2) The drug is Cc1nnc(NC(=O)CCC(=O)NCc2cccs2)s1. The result is 0 (non-inhibitor). (3) The result is 0 (non-inhibitor). The compound is NCC(=O)Nc1ccccc1. (4) The compound is CCCC1(C)Nc2ccccc2-c2nc3ccccc3n21. The result is 1 (inhibitor). (5) The molecule is Cc1ccccc1OCCNC(=O)c1ccccc1Sc1ccccc1C#N. The result is 1 (inhibitor).